Task: Predict the reactants needed to synthesize the given product.. Dataset: Full USPTO retrosynthesis dataset with 1.9M reactions from patents (1976-2016) The reactants are: [Cl:1][C:2]1[CH:10]=[C:9]([C:11]([O:13][CH3:14])=[O:12])[CH:8]=[C:7]([Cl:15])[C:3]=1[C:4]([OH:6])=O.ON1C2N=CC=CC=2N=N1.CN(C1C=CC=CN=1)C.C[NH3+].F[P-](F)(F)(F)(F)F.N1(OC(N(C)C)=[N+](C)C)C2N=CC=CC=2N=N1.F[P-](F)(F)(F)(F)F.[NH:68]1[C:76]2[CH:75]=[CH:74][N:73]=[C:72]([NH:77][C:78]([CH:80]3[CH2:82][CH2:81]3)=[O:79])[C:71]=2[CH:70]=[CH:69]1.CCN(C(C)C)C(C)C. Given the product [Cl:15][C:7]1[CH:8]=[C:9]([CH:10]=[C:2]([Cl:1])[C:3]=1[C:4]([N:68]1[C:76]2[CH:75]=[CH:74][N:73]=[C:72]([NH:77][C:78]([CH:80]3[CH2:81][CH2:82]3)=[O:79])[C:71]=2[CH:70]=[CH:69]1)=[O:6])[C:11]([O:13][CH3:14])=[O:12], predict the reactants needed to synthesize it.